Predict the reactants needed to synthesize the given product. From a dataset of Full USPTO retrosynthesis dataset with 1.9M reactions from patents (1976-2016). (1) Given the product [C:25]([C:24]1[CH:27]=[C:28]([C:31]2[N:36]=[C:35]([NH:37][C:38]3[CH:39]=[CH:40][C:41]([N:44]4[CH2:49][CH2:48][N:47]([CH:50]5[CH2:51][O:52][CH2:53]5)[CH2:46][CH2:45]4)=[CH:42][CH:43]=3)[N:34]=[CH:33][N:32]=2)[CH:29]=[CH:30][C:23]=1[O:1][C@H:2]1[CH2:7][CH2:6][N:5]([C:8]([O:10][C:11]([CH3:14])([CH3:13])[CH3:12])=[O:9])[C@H:4]([CH3:15])[CH2:3]1)#[N:26], predict the reactants needed to synthesize it. The reactants are: [OH:1][C@H:2]1[CH2:7][CH2:6][N:5]([C:8]([O:10][C:11]([CH3:14])([CH3:13])[CH3:12])=[O:9])[C@H:4]([CH3:15])[CH2:3]1.CC(C)([O-])C.[K+].F[C:23]1[CH:30]=[CH:29][C:28]([C:31]2[N:36]=[C:35]([NH:37][C:38]3[CH:43]=[CH:42][C:41]([N:44]4[CH2:49][CH2:48][N:47]([CH:50]5[CH2:53][O:52][CH2:51]5)[CH2:46][CH2:45]4)=[CH:40][CH:39]=3)[N:34]=[CH:33][N:32]=2)=[CH:27][C:24]=1[C:25]#[N:26]. (2) Given the product [NH2:49][C:48]1[CH:47]=[CH:46][C:43]([C:44]#[N:45])=[CH:42][C:41]=1[NH:40][C:13](=[O:15])[C:12]1[CH:11]=[CH:10][C:9]([CH2:8][N:4]([CH2:1][CH2:2][CH3:3])[CH2:5][CH2:6][CH3:7])=[CH:17][CH:16]=1, predict the reactants needed to synthesize it. The reactants are: [CH2:1]([N:4]([CH2:8][C:9]1[CH:17]=[CH:16][C:12]([C:13]([OH:15])=O)=[CH:11][CH:10]=1)[CH2:5][CH2:6][CH3:7])[CH2:2][CH3:3].CCN=C=NCCCN(C)C.Cl.C1C=CC2N(O)N=NC=2C=1.[NH2:40][C:41]1[CH:42]=[C:43]([CH:46]=[CH:47][C:48]=1[NH2:49])[C:44]#[N:45]. (3) Given the product [CH2:19]([N:17]1[CH:16]=[CH:15][N:14]=[C:13]1[C:3]1[C:12]2[C:7](=[CH:8][CH:9]=[CH:10][CH:11]=2)[CH:6]=[CH:5][CH:4]=1)[CH3:20], predict the reactants needed to synthesize it. The reactants are: [H-].[Na+].[C:3]1([C:13]2[NH:14][CH:15]=[CH:16][N:17]=2)[C:12]2[C:7](=[CH:8][CH:9]=[CH:10][CH:11]=2)[CH:6]=[CH:5][CH:4]=1.I[CH2:19][CH3:20]. (4) Given the product [OH:49][C:42]1[C:41]([CH2:40][NH:39][C:14](=[O:16])[C:11]2[CH:10]=[CH:9][C:8]([O:1][C:2]3[CH:3]=[CH:4][CH:5]=[CH:6][CH:7]=3)=[CH:13][N:12]=2)=[C:46]([CH3:47])[CH:45]=[C:44]([CH3:48])[N:43]=1, predict the reactants needed to synthesize it. The reactants are: [O:1]([C:8]1[CH:9]=[CH:10][C:11]([C:14]([OH:16])=O)=[N:12][CH:13]=1)[C:2]1[CH:7]=[CH:6][CH:5]=[CH:4][CH:3]=1.Cl.C(N=C=NCCCN(C)C)C.ON1C2C=CC=CC=2N=N1.[NH2:39][CH2:40][C:41]1[C:42]([OH:49])=[N:43][C:44]([CH3:48])=[CH:45][C:46]=1[CH3:47]. (5) Given the product [C:25]([O:24][C:23]([N:22]([CH:30]1[CH2:35][CH2:34][CH:33]([NH:36][C:37]([O:39][C:40]([CH3:43])([CH3:42])[CH3:41])=[O:38])[CH2:32][CH2:31]1)[C@@H:20]1[CH2:21][C@H:19]1[C:16]1[CH:17]=[CH:18][C:13]([O:12][CH2:11][C:10]2[CH:9]=[C:8]([N:50]3[CH2:49][CH2:48][N:47]([C:53]([O:55][C:56]([CH3:59])([CH3:58])[CH3:57])=[O:54])[CH2:52][CH2:51]3)[CH:46]=[CH:45][CH:44]=2)=[CH:14][CH:15]=1)=[O:29])([CH3:28])([CH3:27])[CH3:26], predict the reactants needed to synthesize it. The reactants are: CC([O-])(C)C.[Na+].Br[C:8]1[CH:9]=[C:10]([CH:44]=[CH:45][CH:46]=1)[CH2:11][O:12][C:13]1[CH:18]=[CH:17][C:16]([C@@H:19]2[CH2:21][C@H:20]2[N:22]([CH:30]2[CH2:35][CH2:34][CH:33]([NH:36][C:37]([O:39][C:40]([CH3:43])([CH3:42])[CH3:41])=[O:38])[CH2:32][CH2:31]2)[C:23](=[O:29])[O:24][C:25]([CH3:28])([CH3:27])[CH3:26])=[CH:15][CH:14]=1.[N:47]1([C:53]([O:55][C:56]([CH3:59])([CH3:58])[CH3:57])=[O:54])[CH2:52][CH2:51][NH:50][CH2:49][CH2:48]1.CC1(C)C2C(=C(P(C3C=CC=CC=3)C3C=CC=CC=3)C=CC=2)OC2C(P(C3C=CC=CC=3)C3C=CC=CC=3)=CC=CC1=2. (6) The reactants are: Cl[C:2]1[C:11]2[C:6](=[CH:7][CH:8]=[C:9]([CH3:12])[CH:10]=2)[N:5]=[C:4]([N:13]2[CH2:19][C:18]3[CH:20]=[CH:21][CH:22]=[CH:23][C:17]=3[S:16](=[O:25])(=[O:24])[CH2:15][CH2:14]2)[CH:3]=1.[F:26][C@@H:27]1[CH2:31][NH:30][CH2:29][C@H:28]1[NH:32]C(=O)OC(C)(C)C. Given the product [O:24]=[S:16]1(=[O:25])[C:17]2[CH:23]=[CH:22][CH:21]=[CH:20][C:18]=2[CH2:19][N:13]([C:4]2[CH:3]=[C:2]([N:30]3[CH2:31][C@@H:27]([F:26])[C@H:28]([NH2:32])[CH2:29]3)[C:11]3[C:6](=[CH:7][CH:8]=[C:9]([CH3:12])[CH:10]=3)[N:5]=2)[CH2:14][CH2:15]1, predict the reactants needed to synthesize it. (7) Given the product [CH2:15]1[CH2:17][CH:16]1[C:18]([C:21]1[CH:26]=[CH:25][CH:24]=[CH:23][C:22]=1[NH2:27])([CH3:20])[CH3:19], predict the reactants needed to synthesize it. The reactants are: ClC(CC)CC(C1C=CC=CC=1N)C.[CH2:15]1[CH2:17][CH:16]1[C:18]([C:21]1[CH:26]=[CH:25][CH:24]=[CH:23][C:22]=1[NH:27]C(=O)C(C)(C)C)([CH3:20])[CH3:19].Cl. (8) Given the product [CH3:1][O:2][C:3](=[O:13])[C:4]1[CH:5]=[C:6]([Br:12])[C:7]([O:11][CH3:14])=[C:8]([Br:10])[CH:9]=1, predict the reactants needed to synthesize it. The reactants are: [CH3:1][O:2][C:3](=[O:13])[C:4]1[CH:9]=[C:8]([Br:10])[C:7]([OH:11])=[C:6]([Br:12])[CH:5]=1.[CH3:14]I.